This data is from Forward reaction prediction with 1.9M reactions from USPTO patents (1976-2016). The task is: Predict the product of the given reaction. (1) Given the reactants [CH2:1]([O:3][C:4]([C:6]1[N:10]([CH2:11][C:12]2[CH:17]=[CH:16][C:15]([C:18]3[CH:23]=[CH:22][CH:21]=[CH:20][C:19]=3[C:24]3[N:28]([C:29]([C:42]4[CH:47]=[CH:46][CH:45]=[CH:44][CH:43]=4)([C:36]4[CH:41]=[CH:40][CH:39]=[CH:38][CH:37]=4)[C:30]4[CH:35]=[CH:34][CH:33]=[CH:32][CH:31]=4)[N:27]=[N:26][N:25]=3)=[CH:14][CH:13]=2)[C:9]([CH2:48][CH2:49][CH3:50])=[N:8][C:7]=1[CH:51]([S:53][C:54]1[CH:59]=[CH:58][C:57]([N+:60]([O-])=O)=[C:56]([N:63]([C:65]([O:67][C:68]([CH3:71])([CH3:70])[CH3:69])=[O:66])[CH3:64])[CH:55]=1)[CH3:52])=[O:5])[CH3:2].[H][H], predict the reaction product. The product is: [CH2:1]([O:3][C:4]([C:6]1[N:10]([CH2:11][C:12]2[CH:17]=[CH:16][C:15]([C:18]3[CH:23]=[CH:22][CH:21]=[CH:20][C:19]=3[C:24]3[N:28]([C:29]([C:42]4[CH:43]=[CH:44][CH:45]=[CH:46][CH:47]=4)([C:36]4[CH:41]=[CH:40][CH:39]=[CH:38][CH:37]=4)[C:30]4[CH:35]=[CH:34][CH:33]=[CH:32][CH:31]=4)[N:27]=[N:26][N:25]=3)=[CH:14][CH:13]=2)[C:9]([CH2:48][CH2:49][CH3:50])=[N:8][C:7]=1[CH:51]([S:53][C:54]1[CH:59]=[CH:58][C:57]([NH2:60])=[C:56]([N:63]([C:65]([O:67][C:68]([CH3:71])([CH3:69])[CH3:70])=[O:66])[CH3:64])[CH:55]=1)[CH3:52])=[O:5])[CH3:2]. (2) Given the reactants Br[C:2]1[CH:3]=[C:4]([N+:21]([O-:23])=[O:22])[C:5]2[N:9]=[C:8]([CH3:10])[N:7]([CH2:11][C:12]3[CH:17]=[CH:16][CH:15]=[C:14]([Cl:18])[C:13]=3[Cl:19])[C:6]=2[CH:20]=1.[NH:24]1[CH2:29][CH2:28][O:27][CH2:26][CH2:25]1.C([O-])([O-])=O.[Cs+].[Cs+].CC(C1C=C(C(C)C)C(C2C=CC=CC=2P(C2CCCCC2)C2CCCCC2)=C(C(C)C)C=1)C, predict the reaction product. The product is: [Cl:19][C:13]1[C:14]([Cl:18])=[CH:15][CH:16]=[CH:17][C:12]=1[CH2:11][N:7]1[C:6]2[CH:20]=[C:2]([N:24]3[CH2:29][CH2:28][O:27][CH2:26][CH2:25]3)[CH:3]=[C:4]([N+:21]([O-:23])=[O:22])[C:5]=2[N:9]=[C:8]1[CH3:10].